Dataset: Forward reaction prediction with 1.9M reactions from USPTO patents (1976-2016). Task: Predict the product of the given reaction. (1) Given the reactants [CH3:1][N:2]1[C@H:7]2[CH2:8][CH2:9][CH:3]1[C:4](C(O)=O)=[CH:5][CH2:6]2.C([O-])([O-])=[O:14].[Na+].[Na+].C1(P(N=[N+]=[N-])(C2C=CC=CC=2)=O)C=CC=CC=1, predict the reaction product. The product is: [CH3:1][N:2]1[C@H:7]2[CH2:8][CH2:9][CH:3]1[C:4](=[O:14])[CH2:5][CH2:6]2. (2) Given the reactants [CH3:1][C:2]1[N:3]=[C:4]([CH:13]2[O:18][CH2:17][CH2:16][N:15](CC3C=CC=CC=3)[CH2:14]2)[NH:5][C:6]=1[C:7]1[CH:12]=[CH:11][CH:10]=[CH:9][CH:8]=1.Cl, predict the reaction product. The product is: [CH3:1][C:2]1[N:3]=[C:4]([CH:13]2[O:18][CH2:17][CH2:16][NH:15][CH2:14]2)[NH:5][C:6]=1[C:7]1[CH:8]=[CH:9][CH:10]=[CH:11][CH:12]=1. (3) Given the reactants [NH2:1][C:2]1[CH:3]=[C:4]([CH:8]=[C:9]([C:11]2[CH:16]=[C:15]([C:17]([F:20])([F:19])[F:18])[N:14]=[C:13]([O:21][CH3:22])[CH:12]=2)[CH:10]=1)[C:5]([OH:7])=[O:6].[CH3:23][O:24][C:25]1[N:30]=[C:29]([O:31][CH3:32])[C:28]([C:33]2[CH:42]=[C:41]3[C:36]([C:37](Cl)=[C:38]([C:43]([NH2:45])=[O:44])[CH:39]=[N:40]3)=[CH:35][CH:34]=2)=[CH:27][N:26]=1, predict the reaction product. The product is: [NH2:45][C:43]([C:38]1[CH:39]=[N:40][C:41]2[C:36]([C:37]=1[NH:1][C:2]1[CH:3]=[C:4]([CH:8]=[C:9]([C:11]3[CH:16]=[C:15]([C:17]([F:18])([F:19])[F:20])[N:14]=[C:13]([O:21][CH3:22])[CH:12]=3)[CH:10]=1)[C:5]([OH:7])=[O:6])=[CH:35][CH:34]=[C:33]([C:28]1[C:29]([O:31][CH3:32])=[N:30][C:25]([O:24][CH3:23])=[N:26][CH:27]=1)[CH:42]=2)=[O:44].